This data is from Catalyst prediction with 721,799 reactions and 888 catalyst types from USPTO. The task is: Predict which catalyst facilitates the given reaction. (1) Reactant: [N+:1]([C:4]1[CH:5]=[N:6][CH:7]=[CH:8][C:9]=1[C:10]1[CH2:11][CH2:12][CH:13]2[O:17][C:16](=[O:18])[N:15]([C:19]([O:21][C:22]([CH3:25])([CH3:24])[CH3:23])=[O:20])[CH:14]2[CH:26]=1)([O-])=O. Product: [NH2:1][C:4]1[CH:5]=[N:6][CH:7]=[CH:8][C:9]=1[CH:10]1[CH2:26][CH:14]2[N:15]([C:19]([O:21][C:22]([CH3:24])([CH3:23])[CH3:25])=[O:20])[C:16](=[O:18])[O:17][CH:13]2[CH2:12][CH2:11]1. The catalyst class is: 381. (2) Reactant: [OH-].[Na+].[Cl:3][C:4]1[CH:9]=[C:8]([CH2:10][C:11]([O:13]C)=[O:12])[CH:7]=[CH:6][C:5]=1[O:15][C:16]([N:18]1[CH2:23][CH2:22][N:21]([C:24]2[CH:29]=[CH:28][C:27]([NH:30][C:31]([NH:33][C:34]3[CH:39]=[C:38]([CH3:40])[CH:37]=[CH:36][C:35]=3[O:41][CH3:42])=[O:32])=[CH:26][CH:25]=2)[CH2:20][CH2:19]1)=[O:17].Cl. Product: [C:11]([CH2:10][C:8]1[CH:7]=[CH:6][C:5]([O:15][C:16]([N:18]2[CH2:19][CH2:20][N:21]([C:24]3[CH:25]=[CH:26][C:27]([NH:30][C:31]([NH:33][C:34]4[CH:39]=[C:38]([CH3:40])[CH:37]=[CH:36][C:35]=4[O:41][CH3:42])=[O:32])=[CH:28][CH:29]=3)[CH2:22][CH2:23]2)=[O:17])=[C:4]([Cl:3])[CH:9]=1)([OH:13])=[O:12]. The catalyst class is: 214. (3) Reactant: C([O:3][C:4]([C:6]1([NH:15][C:16](=[O:31])[C:17]2[CH:22]=[C:21]([CH2:23][OH:24])[CH:20]=[C:19]([CH3:25])[C:18]=2[O:26][CH:27]2[CH2:30][CH2:29][CH2:28]2)[CH2:14][C:13]2[C:8](=[CH:9][CH:10]=[CH:11][CH:12]=2)[CH2:7]1)=[O:5])C.[OH-].[K+].O. Product: [CH:27]1([O:26][C:18]2[C:19]([CH3:25])=[CH:20][C:21]([CH2:23][OH:24])=[CH:22][C:17]=2[C:16]([NH:15][C:6]2([C:4]([OH:5])=[O:3])[CH2:14][C:13]3[C:8](=[CH:9][CH:10]=[CH:11][CH:12]=3)[CH2:7]2)=[O:31])[CH2:30][CH2:29][CH2:28]1. The catalyst class is: 8. (4) Product: [Cl:3][C:4]1[CH:9]=[C:8]([C:10]([F:13])([F:11])[F:12])[CH:7]=[C:6]([Cl:14])[C:5]=1[N:15]1[C:19]([NH:20][CH2:30][CH2:29][S:28][CH3:27])=[C:18]([S:21]([CH2:23][CH3:24])=[O:22])[C:17]([C:25]#[N:26])=[N:16]1. Reactant: [H-].[K+].[Cl:3][C:4]1[CH:9]=[C:8]([C:10]([F:13])([F:12])[F:11])[CH:7]=[C:6]([Cl:14])[C:5]=1[N:15]1[C:19]([NH2:20])=[C:18]([S:21]([CH2:23][CH3:24])=[O:22])[C:17]([C:25]#[N:26])=[N:16]1.[CH3:27][S:28][CH2:29][CH2:30]Cl.[Cl-].[NH4+]. The catalyst class is: 42. (5) Reactant: [N:1]1[CH:6]=[CH:5][CH:4]=[CH:3][C:2]=1[C:7]1[C:8]([NH2:13])=[N:9][NH:10][C:11]=1[NH2:12].[C:14]([N:17]1[C:25]2[C:20](=[CH:21][C:22]([C:26](=O)[CH2:27][C:28](OCC)=[O:29])=[CH:23][CH:24]=2)[C:19]([CH3:34])=[N:18]1)(=[O:16])[CH3:15].CC1C=CC(S(O)(=O)=O)=CC=1. Product: [C:14]([N:17]1[C:25]2[C:20](=[CH:21][C:22]([C:26]3[NH:12][C:11]4[N:10]([N:9]=[C:8]([NH2:13])[C:7]=4[C:2]4[CH:3]=[CH:4][CH:5]=[CH:6][N:1]=4)[C:28](=[O:29])[CH:27]=3)=[CH:23][CH:24]=2)[C:19]([CH3:34])=[N:18]1)(=[O:16])[CH3:15]. The catalyst class is: 114. (6) Reactant: [Cl:1][C:2]1[N:7]=[N:6][C:5]([O:8][C:9]2[C:14]([CH3:15])=[CH:13][CH:12]=[CH:11][C:10]=2[CH:16]2[CH2:18][CH2:17]2)=[C:4]([OH:19])[CH:3]=1.CC(C)=O.C(=O)([O-])[O-].[K+].[K+].[N:30]1([C:36](Cl)=[O:37])[CH2:35][CH2:34][O:33][CH2:32][CH2:31]1. Product: [N:30]1([C:36]([O:19][C:4]2[CH:3]=[C:2]([Cl:1])[N:7]=[N:6][C:5]=2[O:8][C:9]2[C:14]([CH3:15])=[CH:13][CH:12]=[CH:11][C:10]=2[CH:16]2[CH2:18][CH2:17]2)=[O:37])[CH2:35][CH2:34][O:33][CH2:32][CH2:31]1. The catalyst class is: 6. (7) The catalyst class is: 11. Reactant: [I:1][C:2]1[CH:7]=[CH:6][C:5]([C:8]([C:10]2[CH:19]=[CH:18][C:17]3[C:16]([CH3:21])([CH3:20])[CH2:15][CH2:14][C:13]([CH3:23])([CH3:22])[C:12]=3[CH:11]=2)=[O:9])=[CH:4][CH:3]=1.[CH2:24](O)[CH2:25][OH:26].CC1C=CC(S(O)(=O)=O)=CC=1. Product: [I:1][C:2]1[CH:3]=[CH:4][C:5]([C:8]2([C:10]3[CH:19]=[CH:18][C:17]4[C:16]([CH3:21])([CH3:20])[CH2:15][CH2:14][C:13]([CH3:23])([CH3:22])[C:12]=4[CH:11]=3)[O:26][CH2:25][CH2:24][O:9]2)=[CH:6][CH:7]=1. (8) Reactant: [O:1]1[CH:5]=[CH:4][CH:3]=[C:2]1[C:6]1[CH:30]=[CH:29][C:9]2[C:10]3[CH:16]=[C:15]([S:17]([NH:20][C@H:21]([CH:26]([CH3:28])[CH3:27])[C:22]([O:24][CH3:25])=[O:23])(=[O:19])=[O:18])[CH:14]=[CH:13][C:11]=3[S:12][C:8]=2[CH:7]=1.[Cl:31]N1C(=O)CCC1=O.C(O)(C(F)(F)F)=O.CS(C)=O. Product: [Cl:31][C:5]1[O:1][C:2]([C:6]2[CH:30]=[CH:29][C:9]3[C:10]4[CH:16]=[C:15]([S:17]([NH:20][C@H:21]([CH:26]([CH3:28])[CH3:27])[C:22]([O:24][CH3:25])=[O:23])(=[O:18])=[O:19])[CH:14]=[CH:13][C:11]=4[S:12][C:8]=3[CH:7]=2)=[CH:3][CH:4]=1. The catalyst class is: 448. (9) Reactant: [CH2:1]([NH:3][C:4](=[O:25])[NH:5][C:6]1[N:11]=[CH:10][C:9]([C:12]2[CH:13]=[N:14][CH:15]=[C:16]([C:18](OCC)=[O:19])[CH:17]=2)=[C:8]([CH2:23][OH:24])[CH:7]=1)[CH3:2].O.[NH2:27][NH2:28].C(OCC)(=O)C. Product: [CH2:1]([NH:3][C:4]([NH:5][C:6]1[N:11]=[CH:10][C:9]([C:12]2[CH:13]=[N:14][CH:15]=[C:16]([C:18]([NH:27][NH2:28])=[O:19])[CH:17]=2)=[C:8]([CH2:23][OH:24])[CH:7]=1)=[O:25])[CH3:2]. The catalyst class is: 8. (10) Reactant: [N:1]([CH2:4][CH:5]1[O:9][C:8]2[C:10]3[C:15]([CH:16]=[CH:17][C:7]=2[CH2:6]1)=[CH:14][CH:13]=[CH:12][CH:11]=3)=[N+]=[N-]. Product: [O:9]1[CH:5]([CH2:4][NH2:1])[CH2:6][C:7]2[CH:17]=[CH:16][C:15]3[C:10]([C:8]1=2)=[CH:11][CH:12]=[CH:13][CH:14]=3. The catalyst class is: 45.